Dataset: Forward reaction prediction with 1.9M reactions from USPTO patents (1976-2016). Task: Predict the product of the given reaction. (1) Given the reactants C[O:2][C:3](=[O:22])[CH2:4][CH2:5][N:6]1[C:11]2[CH:12]=[C:13]([Cl:17])[CH:14]=[C:15]([Cl:16])[C:10]=2[O:9][CH:8]([CH:18]([CH3:20])[CH3:19])[C:7]1=[O:21].[OH-].[Na+], predict the reaction product. The product is: [Cl:17][C:13]1[CH:14]=[C:15]([Cl:16])[C:10]2[O:9][CH:8]([CH:18]([CH3:20])[CH3:19])[C:7](=[O:21])[N:6]([CH2:5][CH2:4][C:3]([OH:22])=[O:2])[C:11]=2[CH:12]=1. (2) Given the reactants [F:1][C:2]1[CH:7]=[C:6]([C:8]2[CH:13]=[CH:12][CH:11]=[C:10]([F:14])[CH:9]=2)[CH:5]=[C:4]([N+:15]([O-])=O)[C:3]=1[CH3:18], predict the reaction product. The product is: [F:1][C:2]1[C:3]([CH3:18])=[C:4]([CH:5]=[C:6]([C:8]2[CH:13]=[CH:12][CH:11]=[C:10]([F:14])[CH:9]=2)[CH:7]=1)[NH2:15]. (3) Given the reactants C([O:3][C:4](=[O:19])[CH:5]([O:16][CH2:17][CH3:18])[CH2:6][C:7]1[CH:8]=[C:9]2[C:13](=[CH:14][CH:15]=1)[NH:12][CH:11]=[CH:10]2)C.Cl[CH2:21][C:22]1[N:23]=[C:24]([C:28]2[CH:33]=[C:32]([O:34][CH3:35])[C:31]([O:36][CH3:37])=[C:30]([O:38][CH3:39])[CH:29]=2)[O:25][C:26]=1[CH3:27], predict the reaction product. The product is: [CH2:17]([O:16][CH:5]([CH2:6][C:7]1[CH:8]=[C:9]2[C:13](=[CH:14][CH:15]=1)[N:12]([CH2:21][C:22]1[N:23]=[C:24]([C:28]3[CH:29]=[C:30]([O:38][CH3:39])[C:31]([O:36][CH3:37])=[C:32]([O:34][CH3:35])[CH:33]=3)[O:25][C:26]=1[CH3:27])[CH:11]=[CH:10]2)[C:4]([OH:3])=[O:19])[CH3:18].